This data is from Full USPTO retrosynthesis dataset with 1.9M reactions from patents (1976-2016). The task is: Predict the reactants needed to synthesize the given product. (1) The reactants are: [Cl:1][C:2]1[CH:20]=[N:19][C:5]2[N:6]=[C:7]([N:12]3[CH2:17][CH2:16][N:15]([CH3:18])[CH2:14][CH2:13]3)[N:8]=[C:9]([NH:10][NH2:11])[C:4]=2[CH:3]=1.[CH:21](OC)(OC)OC. Given the product [Cl:1][C:2]1[CH:20]=[N:19][C:5]2[N:6]=[C:7]([N:12]3[CH2:17][CH2:16][N:15]([CH3:18])[CH2:14][CH2:13]3)[N:8]3[CH:21]=[N:11][N:10]=[C:9]3[C:4]=2[CH:3]=1, predict the reactants needed to synthesize it. (2) Given the product [F:1][C:2]1[CH:3]=[C:4]([S:8][CH2:9][CH2:10][N:11]2[CH2:12][CH2:13][C:14]([CH2:22][CH2:23][CH2:24][N:25]3[C:34]4[C:29](=[CH:30][CH:31]=[C:32]([O:35][CH3:36])[CH:33]=4)[CH:28]=[CH:27][C:26]3=[O:37])([C:17]([OH:19])=[O:18])[CH2:15][CH2:16]2)[CH:5]=[CH:6][CH:7]=1, predict the reactants needed to synthesize it. The reactants are: [F:1][C:2]1[CH:3]=[C:4]([S:8][CH2:9][CH2:10][N:11]2[CH2:16][CH2:15][C:14]([CH2:22][CH2:23][CH2:24][N:25]3[C:34]4[C:29](=[CH:30][CH:31]=[C:32]([O:35][CH3:36])[CH:33]=4)[CH:28]=[CH:27][C:26]3=[O:37])([C:17]([O:19]CC)=[O:18])[CH2:13][CH2:12]2)[CH:5]=[CH:6][CH:7]=1.[OH-].[Na+]. (3) Given the product [F:22][C:2]([F:1])([F:23])[C:3]1[C@H:4]([OH:21])[C@H:5]2[CH2:20][C@@:8]3([C:19]=1[C:18]1[CH:17]=[CH:16][C:15]4[NH:14][N:13]=[CH:12][C:11]=4[C:10]=1[CH2:9]3)[CH2:7][CH2:6]2, predict the reactants needed to synthesize it. The reactants are: [F:1][C:2]([F:23])([F:22])[C:3]1[C:4](=[O:21])[C@H:5]2[CH2:20][C@@:8]3([C:19]=1[C:18]1[CH:17]=[CH:16][C:15]4[NH:14][N:13]=[CH:12][C:11]=4[C:10]=1[CH2:9]3)[CH2:7][CH2:6]2.[BH4-].[Na+].[Cl-].[NH4+]. (4) Given the product [Cl:1][C:2]1[CH:7]=[CH:6][CH:5]=[CH:4][C:3]=1[CH:8]([CH:19]1[CH2:23][CH2:22][CH2:21][CH2:20]1)[CH2:9][C:10]([C:12]1[CH:13]=[CH:14][C:15](=[O:18])[N:16]([CH3:26])[CH:17]=1)=[O:11], predict the reactants needed to synthesize it. The reactants are: [Cl:1][C:2]1[CH:7]=[CH:6][CH:5]=[CH:4][C:3]=1[CH:8]([CH:19]1[CH2:23][CH2:22][CH2:21][CH2:20]1)[CH2:9][C:10]([C:12]1[CH:13]=[CH:14][C:15](=[O:18])[NH:16][CH:17]=1)=[O:11].IC.[C:26](=O)([O-])[O-].[K+].[K+]. (5) Given the product [CH:34]1([NH:33][C:26]2[CH:25]=[C:24]3[C:29]([C:30](=[O:31])[N:21]([NH:11][CH2:12][CH2:13][CH2:14][CH2:15][C:16]([O:18][CH2:19][CH3:20])=[O:17])[C:22](=[O:43])[N:23]3[CH:40]([CH3:41])[CH3:42])=[CH:28][C:27]=2[F:32])[CH2:39][CH2:38][CH2:37][CH2:36][CH2:35]1, predict the reactants needed to synthesize it. The reactants are: C(OC([N:11]([N:21]1[C:30](=[O:31])[C:29]2[C:24](=[CH:25][C:26]([NH:33][CH:34]3[CH2:39][CH2:38][CH2:37][CH2:36][CH2:35]3)=[C:27]([F:32])[CH:28]=2)[N:23]([CH:40]([CH3:42])[CH3:41])[C:22]1=[O:43])[CH2:12][CH2:13][CH2:14][CH2:15][C:16]([O:18][CH2:19][CH3:20])=[O:17])=O)C1C=CC=CC=1. (6) Given the product [Cl:23][C:21]1[CH:20]=[C:4]([CH:3]=[C:2]([Cl:1])[CH:22]=1)[CH2:5][O:6][C:7](=[O:19])[NH:8][C:9]1[CH:10]=[C:11]2[C:16](=[CH:17][CH:18]=1)[CH2:15][N:14]([C:27]([C:42]1[CH:43]=[CH:44][C:45]3[NH:50][N:49]=[N:48][C:46]=3[CH:47]=1)=[O:28])[CH2:13][CH2:12]2, predict the reactants needed to synthesize it. The reactants are: [Cl:1][C:2]1[CH:3]=[C:4]([CH:20]=[C:21]([Cl:23])[CH:22]=1)[CH2:5][O:6][C:7](=[O:19])[NH:8][C:9]1[CH:10]=[C:11]2[C:16](=[CH:17][CH:18]=1)[CH2:15][NH:14][CH2:13][CH2:12]2.CN1CC[O:28][CH2:27]C1.CCN=C=NCCCN(C)C.[CH:42]1[CH:43]=[CH:44][C:45]2[N:50](O)[N:49]=[N:48][C:46]=2[CH:47]=1.